From a dataset of Reaction yield outcomes from USPTO patents with 853,638 reactions. Predict the reaction yield, written as a fraction of the theoretical maximum amount of product (1.0 means a 100% yield; for example, 0.34 means a 34% yield). (1) The reactants are [Cl:1][C:2]1[C:11]2[C:6](=[CH:7][CH:8]=[C:9]([CH3:12])[CH:10]=2)[N:5]=[CH:4][C:3]=1[CH2:13][OH:14]. The catalyst is ClCCl.[O-2].[Mn+4].[O-2]. The product is [Cl:1][C:2]1[C:11]2[C:6](=[CH:7][CH:8]=[C:9]([CH3:12])[CH:10]=2)[N:5]=[CH:4][C:3]=1[CH:13]=[O:14]. The yield is 0.852. (2) The reactants are [Cl:1][C:2]1[CH:7]=[CH:6][C:5]([C@@H:8]2[NH:13][C:12](=[O:14])[C@H:11]([CH2:15][CH:16]([CH3:18])[CH3:17])[NH:10][CH2:9]2)=[CH:4][CH:3]=1.[C:19]1([C@@H:25]2[CH2:27][C@H:26]2[C:28](O)=[O:29])[CH:24]=[CH:23][CH:22]=[CH:21][CH:20]=1.C([C@@H]1N(C([C@@H]2C[C@H]2C2C=CC=CC=2)=O)C[C@H](CC(C)C)NC1=O)C(C)C. No catalyst specified. The product is [Cl:1][C:2]1[CH:3]=[CH:4][C:5]([C@@H:8]2[NH:13][C:12](=[O:14])[C@H:11]([CH2:15][CH:16]([CH3:18])[CH3:17])[N:10]([C:28]([C@@H:26]3[CH2:27][C@H:25]3[C:19]3[CH:24]=[CH:23][CH:22]=[CH:21][CH:20]=3)=[O:29])[CH2:9]2)=[CH:6][CH:7]=1. The yield is 0.830.